Dataset: Reaction yield outcomes from USPTO patents with 853,638 reactions. Task: Predict the reaction yield, written as a fraction of the theoretical maximum amount of product (1.0 means a 100% yield; for example, 0.34 means a 34% yield). (1) The yield is 0.910. The reactants are [N+:1]([C:4]1[CH:9]=[CH:8][C:7]([CH2:10][C:11]2[NH:12][CH:13]=[C:14]([C:16]([O:18][CH3:19])=[O:17])[N:15]=2)=[CH:6][CH:5]=1)([O-])=O.[H][H]. The product is [NH2:1][C:4]1[CH:5]=[CH:6][C:7]([CH2:10][C:11]2[NH:12][CH:13]=[C:14]([C:16]([O:18][CH3:19])=[O:17])[N:15]=2)=[CH:8][CH:9]=1. The catalyst is [Pd].CCO. (2) The reactants are F[C:2]1[CH:7]=[CH:6][C:5]([S:8]([NH:11][CH3:12])(=[O:10])=[O:9])=[CH:4][CH:3]=1.[NH:13]1[CH2:18][CH2:17][NH:16][CH2:15][CH2:14]1. The catalyst is O. The product is [CH3:12][NH:11][S:8]([C:5]1[CH:6]=[CH:7][C:2]([N:13]2[CH2:18][CH2:17][NH:16][CH2:15][CH2:14]2)=[CH:3][CH:4]=1)(=[O:10])=[O:9]. The yield is 0.870. (3) The reactants are [CH2:1]1[C:10]2[CH:9]=[CH:8][CH:7]=[C:6]([OH:11])[C:5]=2[CH2:4][CH2:3][NH:2]1.C([O-])([O-])=O.[Na+].[Na+].[CH3:18][C:19]([O:22][C:23](O[C:23]([O:22][C:19]([CH3:21])([CH3:20])[CH3:18])=[O:24])=[O:24])([CH3:21])[CH3:20]. The catalyst is CN(C=O)C. The product is [OH:11][C:6]1[CH:7]=[CH:8][CH:9]=[C:10]2[C:5]=1[CH2:4][CH2:3][N:2]([C:23]([O:22][C:19]([CH3:21])([CH3:20])[CH3:18])=[O:24])[CH2:1]2. The yield is 0.910. (4) The reactants are Br[C:2]1[C:3]2[O:12][CH:11]=[N:10][C:4]=2[C:5](=[O:9])[N:6]([CH3:8])[CH:7]=1.[CH:13]1([CH2:16][O:17][C:18]2[CH:23]=[CH:22][C:21]([S:24]([CH3:27])(=[O:26])=[O:25])=[CH:20][C:19]=2B2OC(C)(C)C(C)(C)O2)[CH2:15][CH2:14]1.[O-]P([O-])([O-])=O.[K+].[K+].[K+]. The catalyst is O1CCOCC1.O.C1C=CC(P(C2C=CC=CC=2)[C-]2C=CC=C2)=CC=1.C1C=CC(P(C2C=CC=CC=2)[C-]2C=CC=C2)=CC=1.Cl[Pd]Cl.[Fe+2]. The product is [CH:13]1([CH2:16][O:17][C:18]2[CH:23]=[CH:22][C:21]([S:24]([CH3:27])(=[O:26])=[O:25])=[CH:20][C:19]=2[C:2]2[C:3]3[O:12][CH:11]=[N:10][C:4]=3[C:5](=[O:9])[N:6]([CH3:8])[CH:7]=2)[CH2:14][CH2:15]1. The yield is 0.200. (5) The reactants are [F:1][C:2]1[CH:7]=[CH:6][C:5]([O:8][C:9]2[CH:14]=[CH:13][C:12]([N+:15]([O-])=O)=[CH:11][CH:10]=2)=[CH:4][C:3]=1[C:18]([F:21])([F:20])[F:19]. The catalyst is CO.[Pd]. The product is [F:1][C:2]1[CH:7]=[CH:6][C:5]([O:8][C:9]2[CH:10]=[CH:11][C:12]([NH2:15])=[CH:13][CH:14]=2)=[CH:4][C:3]=1[C:18]([F:19])([F:20])[F:21]. The yield is 0.950. (6) The reactants are [NH2:1][C:2]1[CH:3]=[C:4]2[C:8](=[CH:9][CH:10]=1)[NH:7][CH:6]=[C:5]2[CH:11]1[CH2:16][CH2:15][N:14](C(OC(C)(C)C)=O)[CH2:13][CH2:12]1.[C:24]([C:26]1[CH:27]=[C:28]([CH:32]=[CH:33][CH:34]=1)[C:29](O)=[O:30])#[N:25].F[B-](F)(F)F.N1(OC(N(C)C)=[N+](C)C)C2C=CC=CC=2N=N1.C(N(C(C)C)C(C)C)C.Cl. The catalyst is CN(C)C=O.O1CCOCC1. The product is [C:24]([C:26]1[CH:27]=[C:28]([CH:32]=[CH:33][CH:34]=1)[C:29]([NH:1][C:2]1[CH:3]=[C:4]2[C:8](=[CH:9][CH:10]=1)[NH:7][CH:6]=[C:5]2[CH:11]1[CH2:12][CH2:13][NH:14][CH2:15][CH2:16]1)=[O:30])#[N:25]. The yield is 0.990. (7) The reactants are [S:1]1[C:5]2[CH:6]=[C:7]([N:10]3[CH2:14][CH2:13][NH:12][C:11]3=[O:15])[CH:8]=[CH:9][C:4]=2[N:3]=[CH:2]1.Br[C:17]1[CH:22]=[CH:21][CH:20]=[CH:19][N:18]=1.N[C@@H]1CCCC[C@H]1N.P([O-])([O-])([O-])=O.[K+].[K+].[K+]. The catalyst is [Cu](I)I.O1CCOCC1. The product is [S:1]1[C:5]2[CH:6]=[C:7]([N:10]3[CH2:14][CH2:13][N:12]([C:17]4[CH:22]=[CH:21][CH:20]=[CH:19][N:18]=4)[C:11]3=[O:15])[CH:8]=[CH:9][C:4]=2[N:3]=[CH:2]1. The yield is 0.181. (8) The reactants are Cl[S:2]([C:5]1[CH:6]=[C:7]2[C:11](=[CH:12][CH:13]=1)[NH:10][C:9](=[O:14])[CH2:8]2)(=[O:4])=[O:3].[CH3:15][NH2:16]. The catalyst is O1CCCC1. The product is [CH3:15][NH:16][S:2]([C:5]1[CH:6]=[C:7]2[C:11](=[CH:12][CH:13]=1)[NH:10][C:9](=[O:14])[CH2:8]2)(=[O:4])=[O:3]. The yield is 0.880.